This data is from hERG Central: cardiac toxicity at 1µM, 10µM, and general inhibition. The task is: Predict hERG channel inhibition at various concentrations. (1) The compound is CCCCCCCCCCOC(=O)Cn1c(COc2ccc(OC)cc2)[n+](C)c2ccccc21.[Cl-]. Results: hERG_inhib (hERG inhibition (general)): blocker. (2) The compound is CCC(COC)NCc1cn(-c2ccc(OC)cc2)nc1-c1cccc(F)c1. Results: hERG_inhib (hERG inhibition (general)): blocker.